From a dataset of Forward reaction prediction with 1.9M reactions from USPTO patents (1976-2016). Predict the product of the given reaction. Given the reactants [CH3:1][O:2][C:3]1[CH:4]=[CH:5][C:6]([NH:11][C:12]2[C:13]3[N:14]([N:28]=[CH:29][N:30]=3)[CH:15]=[C:16]([C:18]3[CH:27]=[CH:26][C:21]([C:22]([O:24]C)=[O:23])=[CH:20][CH:19]=3)[CH:17]=2)=[N:7][C:8]=1[O:9][CH3:10].[OH-].[K+:32], predict the reaction product. The product is: [CH3:1][O:2][C:3]1[CH:4]=[CH:5][C:6]([NH:11][C:12]2[C:13]3[N:14]([N:28]=[CH:29][N:30]=3)[CH:15]=[C:16]([C:18]3[CH:27]=[CH:26][C:21]([C:22]([O-:24])=[O:23])=[CH:20][CH:19]=3)[CH:17]=2)=[N:7][C:8]=1[O:9][CH3:10].[K+:32].